From a dataset of Full USPTO retrosynthesis dataset with 1.9M reactions from patents (1976-2016). Predict the reactants needed to synthesize the given product. (1) Given the product [Br:8][C:6]1[CH:5]=[CH:4][C:3]([O:9][CH2:17][CH2:18][CH2:19][Cl:20])=[C:2]([F:1])[CH:7]=1, predict the reactants needed to synthesize it. The reactants are: [F:1][C:2]1[CH:7]=[C:6]([Br:8])[CH:5]=[CH:4][C:3]=1[OH:9].C(=O)([O-])[O-].[K+].[K+].Br[CH2:17][CH2:18][CH2:19][Cl:20]. (2) Given the product [CH3:9][O:10][CH2:11][CH2:12][N:13]1[CH:7]([C:5]2[O:4][N:3]=[C:2]([CH3:1])[CH:6]=2)[CH:15]([C:14]([NH:31][C:30]2[CH:32]=[CH:33][CH:34]=[C:28]([O:27][CH3:26])[CH:29]=2)=[O:25])[C:16]2[C:17](=[CH:21][CH:22]=[CH:23][CH:24]=2)[C:18]1=[O:20], predict the reactants needed to synthesize it. The reactants are: [CH3:1][C:2]1[CH:6]=[C:5]([CH:7]=O)[O:4][N:3]=1.[CH3:9][O:10][CH2:11][CH2:12][NH2:13].[C:14]1(=[O:25])[O:20][C:18](=O)[C:17]2=[CH:21][CH:22]=[CH:23][CH:24]=[C:16]2[CH2:15]1.[CH3:26][O:27][C:28]1[CH:29]=[C:30]([CH:32]=[CH:33][CH:34]=1)[NH2:31]. (3) Given the product [Br:12][C:11]1[CH:10]=[C:5]([CH:4]=[CH:3][C:2]=1[OH:1])[C:6]([O:8][CH3:9])=[O:7], predict the reactants needed to synthesize it. The reactants are: [OH:1][C:2]1[CH:11]=[CH:10][C:5]([C:6]([O:8][CH3:9])=[O:7])=[CH:4][CH:3]=1.[Br:12]Br.S([O-])([O-])(=O)=S.[Na+].[Na+].CO. (4) Given the product [CH3:16][C:15]1[S:17][CH:2]=[C:3]([C:5]2[CH:6]=[C:7]3[C:11](=[CH:12][CH:13]=2)[NH:10][C:9](=[O:14])[CH2:8]3)[N:18]=1, predict the reactants needed to synthesize it. The reactants are: Cl[CH2:2][C:3]([C:5]1[CH:6]=[C:7]2[C:11](=[CH:12][CH:13]=1)[NH:10][C:9](=[O:14])[CH2:8]2)=O.[C:15]([NH2:18])(=[S:17])[CH3:16]. (5) Given the product [CH:34]1([NH:38][C:25]([NH:24][C:21]2[CH:20]=[CH:19][C:18]([C:6]3[N:7]=[C:8]([N:11]4[CH2:16][CH2:15][O:14][CH2:13][C@@H:12]4[CH3:17])[C:9]4[CH2:10][N:2]([CH3:1])[CH2:3][C:4]=4[N:5]=3)=[CH:23][CH:22]=2)=[O:26])[CH2:37][CH2:36][CH2:35]1, predict the reactants needed to synthesize it. The reactants are: [CH3:1][N:2]1[CH2:10][C:9]2[C:8]([N:11]3[CH2:16][CH2:15][O:14][CH2:13][C@@H:12]3[CH3:17])=[N:7][C:6]([C:18]3[CH:23]=[CH:22][C:21]([NH:24][C:25](=O)[O:26]C4C=CC=CC=4)=[CH:20][CH:19]=3)=[N:5][C:4]=2[CH2:3]1.[CH:34]1([NH2:38])[CH2:37][CH2:36][CH2:35]1.